The task is: Predict the reaction yield, written as a fraction of the theoretical maximum amount of product (1.0 means a 100% yield; for example, 0.34 means a 34% yield).. This data is from Reaction yield outcomes from USPTO patents with 853,638 reactions. (1) The reactants are Cl.[CH3:2][O:3][C:4]1[CH:5]=[C:6]2[C:11](=[C:12]([N:14]3[CH2:19][CH2:18][N:17]([CH3:20])[CH2:16][CH2:15]3)[CH:13]=1)[O:10][CH:9]([C:21]([OH:23])=O)[CH2:8][CH2:7]2.[CH3:24][S:25]([N:28]1[CH2:33][CH2:32][N:31]([C:34]2[CH:39]=[CH:38][C:37]([NH2:40])=[CH:36][CH:35]=2)[CH2:30][CH2:29]1)(=[O:27])=[O:26]. No catalyst specified. The product is [CH3:2][O:3][C:4]1[CH:5]=[C:6]2[C:11](=[C:12]([N:14]3[CH2:19][CH2:18][N:17]([CH3:20])[CH2:16][CH2:15]3)[CH:13]=1)[O:10][CH:9]([C:21]([NH:40][C:37]1[CH:38]=[CH:39][C:34]([N:31]3[CH2:32][CH2:33][N:28]([S:25]([CH3:24])(=[O:27])=[O:26])[CH2:29][CH2:30]3)=[CH:35][CH:36]=1)=[O:23])[CH2:8][CH2:7]2. The yield is 0.610. (2) The reactants are [F:1][C:2]1[CH:11]=[CH:10][CH:9]=[C:8]2[C:3]=1[C:4](=O)[NH:5][CH:6]=[N:7]2.CN(C=O)C.S(Cl)([Cl:20])=O. No catalyst specified. The product is [ClH:20].[Cl:20][C:4]1[C:3]2[C:8](=[CH:9][CH:10]=[CH:11][C:2]=2[F:1])[N:7]=[CH:6][N:5]=1. The yield is 0.950. (3) The reactants are C(O[C:6]([N:8]1[CH2:12][CH2:11][CH2:10][CH:9]1[C:13]1[NH:14][C:15]([C:18]2[S:22][CH:21]3[CH:23]=[C:24]([Br:26])[S:25][CH:20]3[CH:19]=2)=[CH:16][N:17]=1)=[O:7])(C)(C)C.Cl.[CH3:28][O:29][C:30]([NH:32][CH:33]([CH:37]([CH3:39])[CH3:38])C(O)=O)=[O:31].CN(C(ON1N=NC2C=CC=NC1=2)=[N+](C)C)C.F[P-](F)(F)(F)(F)F.CCN(C(C)C)C(C)C. The catalyst is C(Cl)Cl.CCOC(C)=O.CN(C=O)C. The product is [CH3:28][O:29][C:30](=[O:31])[NH:32][CH:33]([C:6]([N:8]1[CH2:12][CH2:11][CH2:10][CH:9]1[C:13]1[NH:14][C:15]([C:18]2[S:22][CH:21]3[CH:23]=[C:24]([Br:26])[S:25][CH:20]3[CH:19]=2)=[CH:16][N:17]=1)=[O:7])[CH:37]([CH3:39])[CH3:38]. The yield is 0.900. (4) The reactants are [F:1][C:2]1[CH:3]=[C:4]([C:8](=O)[C:9]([C:11]2[CH:16]=[CH:15][N:14]=[CH:13][CH:12]=2)=O)[CH:5]=[CH:6][CH:7]=1.[S:18]1[N:22]=[C:21]([NH2:23])[C:20]([NH2:24])=[N:19]1. The catalyst is CC(O)=O. The product is [F:1][C:2]1[CH:3]=[C:4]([C:8]2[C:9]([C:11]3[CH:16]=[CH:15][N:14]=[CH:13][CH:12]=3)=[N:24][C:20]3=[N:19][S:18][N:22]=[C:21]3[N:23]=2)[CH:5]=[CH:6][CH:7]=1. The yield is 0.820. (5) The reactants are [CH3:1][O:2][C:3]([CH2:5][C:6]1[CH:7]=[C:8]([CH:14]=[CH:15][CH:16]=1)[O:9][CH2:10][CH2:11][CH2:12]Br)=[O:4].C(N(C(C)C)CC)(C)C.[CH3:26][NH:27][CH2:28][CH2:29][OH:30]. The catalyst is CN(C=O)C. The product is [CH3:1][O:2][C:3]([CH2:5][C:6]1[CH:7]=[C:8]([CH:14]=[CH:15][CH:16]=1)[O:9][CH2:10][CH2:11][CH2:12][N:27]([CH2:28][CH2:29][OH:30])[CH3:26])=[O:4]. The yield is 0.850. (6) The reactants are [CH2:1]([C:3]1[N:4]([C:28]2[CH:33]=[CH:32][C:31]([OH:34])=[CH:30][CH:29]=2)[C:5](=[O:27])[C:6]([CH2:12][C:13]2[CH:18]=[CH:17][C:16]([C:19]3[C:20]([C:25]#[N:26])=[CH:21][CH:22]=[CH:23][CH:24]=3)=[CH:15][CH:14]=2)=[C:7]([CH2:9][CH2:10][CH3:11])[N:8]=1)[CH3:2].[CH3:35][C:36]1([CH3:39])[CH2:38][O:37]1.C(=O)([O-])[O-].[Cs+].[Cs+]. The catalyst is CN(C)C(=O)C. The product is [CH2:1]([C:3]1[N:4]([C:28]2[CH:33]=[CH:32][C:31]([O:34][CH2:35][C:36]([OH:37])([CH3:39])[CH3:38])=[CH:30][CH:29]=2)[C:5](=[O:27])[C:6]([CH2:12][C:13]2[CH:18]=[CH:17][C:16]([C:19]3[C:20]([C:25]#[N:26])=[CH:21][CH:22]=[CH:23][CH:24]=3)=[CH:15][CH:14]=2)=[C:7]([CH2:9][CH2:10][CH3:11])[N:8]=1)[CH3:2]. The yield is 0.640. (7) The reactants are [Br:1][C:2]1[CH:3]=[C:4]([N:13]([CH2:20][CH:21]([F:23])[F:22])[CH:14]2[CH2:19][CH2:18][O:17][CH2:16][CH2:15]2)[C:5]([CH3:12])=[C:6]([CH:11]=1)[C:7]([O:9]C)=[O:8].[OH-].[Na+]. The catalyst is C1COCC1.CO. The product is [Br:1][C:2]1[CH:3]=[C:4]([N:13]([CH2:20][CH:21]([F:23])[F:22])[CH:14]2[CH2:19][CH2:18][O:17][CH2:16][CH2:15]2)[C:5]([CH3:12])=[C:6]([CH:11]=1)[C:7]([OH:9])=[O:8]. The yield is 0.960. (8) The reactants are [CH3:1][N:2]([CH3:22])[CH2:3][CH2:4][CH2:5][O:6][C:7]1[CH:12]=[CH:11][C:10]([N+:13]([O-])=O)=[CH:9][C:8]=1[C:16]1[N:17]([CH3:21])[N:18]=[CH:19][CH:20]=1.[H][H]. The catalyst is CO.[Pd]. The product is [CH3:22][N:2]([CH3:1])[CH2:3][CH2:4][CH2:5][O:6][C:7]1[CH:12]=[CH:11][C:10]([NH2:13])=[CH:9][C:8]=1[C:16]1[N:17]([CH3:21])[N:18]=[CH:19][CH:20]=1. The yield is 1.00. (9) The reactants are ClC(Cl)(Cl)[C:3]([C:5]1[NH:6][C:7]2[CH2:8][CH2:9][CH2:10][CH2:11][C:12]=2[CH:13]=1)=[O:4].[O-][CH2:17][CH3:18].[Na+].C([OH:22])C. No catalyst specified. The product is [NH:6]1[C:7]2[CH2:8][CH2:9][CH2:10][CH2:11][C:12]=2[CH:13]=[C:5]1[C:3]([O:4][CH2:17][CH3:18])=[O:22]. The yield is 1.00. (10) The reactants are [CH3:1][O:2][C:3](=[O:13])[C:4]1[CH:9]=[CH:8][C:7]([C:10](Cl)=[O:11])=[CH:6][CH:5]=1.[CH3:14][O:15][CH:16]([O:19][CH3:20])[CH2:17][NH2:18].CCN(CC)CC. The catalyst is C(Cl)Cl. The product is [CH3:1][O:2][C:3](=[O:13])[C:4]1[CH:9]=[CH:8][C:7]([C:10]([NH:18][CH2:17][CH:16]([O:19][CH3:20])[O:15][CH3:14])=[O:11])=[CH:6][CH:5]=1. The yield is 0.540.